The task is: Predict the reaction yield, written as a fraction of the theoretical maximum amount of product (1.0 means a 100% yield; for example, 0.34 means a 34% yield).. This data is from Reaction yield outcomes from USPTO patents with 853,638 reactions. (1) The reactants are [I:1][C:2]1[CH:3]=[C:4]2[N:10]=[C:9]([NH:11][C:12](=[O:16])[O:13][CH2:14][CH3:15])[N:8]([CH2:17][C:18]3[CH:23]=[CH:22][C:21]([O:24]CC4C=CC(OC)=CC=4)=[C:20]([O:34][CH3:35])[CH:19]=3)[C:5]2=[N:6][CH:7]=1.FC(F)(F)C(O)=O.C(=O)([O-])[O-].[K+].[K+]. The catalyst is ClCCl. The product is [OH:24][C:21]1[CH:22]=[CH:23][C:18]([CH2:17][N:8]2[C:5]3=[N:6][CH:7]=[C:2]([I:1])[CH:3]=[C:4]3[N:10]=[C:9]2[NH:11][C:12](=[O:16])[O:13][CH2:14][CH3:15])=[CH:19][C:20]=1[O:34][CH3:35]. The yield is 0.700. (2) The reactants are N[C:2]1[CH:10]=[CH:9][C:5]([C:6]([OH:8])=[O:7])=[C:4]([OH:11])[CH:3]=1.N([O-])=O.[Na+].[I:16]I. The catalyst is O.OS(O)(=O)=O. The product is [I:16][C:2]1[CH:3]=[C:4]([OH:11])[C:5](=[CH:9][CH:10]=1)[C:6]([OH:8])=[O:7]. The yield is 0.625. (3) The reactants are [CH:1]1([N:6]([CH2:17][CH2:18][C:19]([O:21]C)=O)[C:7]2[C:12]([N+:13]([O-])=O)=[CH:11][N:10]=[C:9]([Cl:16])[N:8]=2)[CH2:5][CH2:4][CH2:3][CH2:2]1. The catalyst is C(O)(=O)C.[Fe]. The product is [Cl:16][C:9]1[N:10]=[CH:11][C:12]2[NH:13][C:19](=[O:21])[CH2:18][CH2:17][N:6]([CH:1]3[CH2:5][CH2:4][CH2:3][CH2:2]3)[C:7]=2[N:8]=1. The yield is 0.310. (4) The reactants are N(C(OCC)=O)=NC(OCC)=O.P([N:29]=[N+:30]=[N-:31])(=O)(OC1C=CC=CC=1)OC1C=CC=CC=1.CO[O:34][CH2:35][C@@H:36]1[O:40][C@:39](C(C2C=CC=CC=2)(C2C=CC=CC=2)C2C=CC=CC=2)([N:41]2[CH:49]=[C:47]([CH3:48])[C:45](=[O:46])[NH:44][C:42]2=[O:43])[CH2:38][C@@H:37]1O.C1(P(C2C=CC=CC=2)C2C=CC=CC=2)C=CC=CC=1. The catalyst is C1COCC1.C(O)C. The product is [CH3:48][C:47]1[C:45](=[O:46])[NH:44][C:42](=[O:43])[N:41]([C@H:39]2[O:40][C@@H:36]([CH2:35][OH:34])[C@H:37]([N:29]=[N+:30]=[N-:31])[CH2:38]2)[CH:49]=1. The yield is 0.400. (5) The reactants are C[O:2][C:3]([C:5]1[O:9][N:8]=[C:7]([C:10]2[CH:15]=[CH:14][C:13]([CH2:16][NH:17][C:18](=[O:26])[CH2:19][C:20]3[CH:25]=[CH:24][CH:23]=[CH:22][CH:21]=3)=[CH:12][CH:11]=2)[N:6]=1)=O.[NH:27]1[CH2:32][CH2:31][CH2:30][CH2:29][CH2:28]1. The catalyst is CCOC(C)=O. The product is [C:20]1([CH2:19][C:18]([NH:17][CH2:16][C:13]2[CH:12]=[CH:11][C:10]([C:7]3[N:6]=[C:5]([C:3]([N:27]4[CH2:32][CH2:31][CH2:30][CH2:29][CH2:28]4)=[O:2])[O:9][N:8]=3)=[CH:15][CH:14]=2)=[O:26])[CH:21]=[CH:22][CH:23]=[CH:24][CH:25]=1. The yield is 0.700.